Task: Binary Classification. Given a miRNA mature sequence and a target amino acid sequence, predict their likelihood of interaction.. Dataset: Experimentally validated miRNA-target interactions with 360,000+ pairs, plus equal number of negative samples (1) The miRNA is hsa-miR-5007-5p with sequence UAGAGUCUGGCUGAUAUGGUUU. Result: 1 (interaction). The protein sequence of the target gene is MEGQSGRCKIVVVGDAECGKTALLQVFAKDAYPGSYVPTVFENYTASFEIDKRRIELNMWDTSGSSYYDNVRPLAYPDSDAVLICFDISRPETLDSVLKKWQGETQEFCPNAKVVLVGCKLDMRTDLATLRELSKQRLIPVTHEQGTVLAKQVGAVSYVECSSRSSERSVRDVFHVATVASLGRGHRQLRRTDSRRGMQRSAQLSGRPDRGNEGEIHKDRAKSCNLM. (2) The miRNA is hsa-miR-5002-3p with sequence UGACUGCCUCACUGACCACUU. The protein sequence of the target gene is MASKCPKCDKTVYFAEKVSSLGKDWHKFCLKCERCSKTLTPGGHAEHDGKPFCHKPCYATLFGPKGVNIGGAGSYIYEKPLAEGPQVTGPIEVPAARAEERKASGPPKGPSRASSVTTFTGEPNTCPRCSKKVYFAEKVTSLGKDWHRPCLRCERCGKTLTPGGHAEHDGQPYCHKPCYGILFGPKGVNTGAVGSYIYDRDPEGKVQP. Result: 0 (no interaction).